Task: Predict which catalyst facilitates the given reaction.. Dataset: Catalyst prediction with 721,799 reactions and 888 catalyst types from USPTO (1) Reactant: [F:1][C:2]([F:47])([F:46])[C:3]1[CH:4]=[C:5]([CH:39]=[C:40]([C:42]([F:45])([F:44])[F:43])[CH:41]=1)[CH2:6][N:7]([C:33]1[N:34]=[N:35][N:36]([CH3:38])[N:37]=1)[C@H:8]1[CH2:14][CH2:13][CH2:12][N:11]([CH2:15][C:16]2[CH:23]=[CH:22][C:19]([C:20]#[N:21])=[CH:18][CH:17]=2)[C:10]2[CH:24]=[C:25]([C:29]([F:32])([F:31])[F:30])[C:26]([CH3:28])=[CH:27][C:9]1=2.[N-:48]=[N+:49]=[N-:50].[Na+].Cl.C(N(CC)CC)C. Product: [F:43][C:42]([F:45])([F:44])[C:40]1[CH:39]=[C:5]([CH:4]=[C:3]([C:2]([F:46])([F:1])[F:47])[CH:41]=1)[CH2:6][N:7]([C:33]1[N:34]=[N:35][N:36]([CH3:38])[N:37]=1)[C@H:8]1[CH2:14][CH2:13][CH2:12][N:11]([CH2:15][C:16]2[CH:23]=[CH:22][C:19]([C:20]3[NH:50][N:49]=[N:48][N:21]=3)=[CH:18][CH:17]=2)[C:10]2[CH:24]=[C:25]([C:29]([F:30])([F:31])[F:32])[C:26]([CH3:28])=[CH:27][C:9]1=2. The catalyst class is: 133. (2) Reactant: [OH-].[Na+].C([O:5][C:6](=[O:29])[CH2:7][CH2:8][CH2:9][NH:10][C:11]1[CH:16]=[CH:15][C:14]([CH2:17][CH2:18][CH2:19][CH2:20][NH:21]C(OC(C)(C)C)=O)=[CH:13][CH:12]=1)C.Cl. Product: [NH2:21][CH2:20][CH2:19][CH2:18][CH2:17][C:14]1[CH:15]=[CH:16][C:11]([NH:10][CH2:9][CH2:8][CH2:7][C:6]([OH:29])=[O:5])=[CH:12][CH:13]=1. The catalyst class is: 90. (3) Reactant: C([Mg]Cl)C.Br[C:6]1[S:10][C:9]([C:11]2[CH2:15][C:14]([C:20]3[CH:25]=[C:24]([Cl:26])[CH:23]=[C:22]([Cl:27])[CH:21]=3)([C:16]([F:19])([F:18])[F:17])[O:13][N:12]=2)=[CH:8][C:7]=1[CH3:28].[CH2:29]([O:31][C:32](C#N)=[O:33])[CH3:30]. Product: [CH2:29]([O:31][C:32]([C:6]1[S:10][C:9]([C:11]2[CH2:15][C:14]([C:20]3[CH:25]=[C:24]([Cl:26])[CH:23]=[C:22]([Cl:27])[CH:21]=3)([C:16]([F:19])([F:18])[F:17])[O:13][N:12]=2)=[CH:8][C:7]=1[CH3:28])=[O:33])[CH3:30]. The catalyst class is: 1. (4) Product: [Br:1][C:2]1[CH:3]=[C:4]2[C:10]([C:18]([C:17]3[CH:21]=[CH:22][CH:23]=[C:24]([N+:25]([O-:27])=[O:26])[C:16]=3[F:15])=[O:19])=[CH:9][NH:8][C:5]2=[N:6][CH:7]=1. Reactant: [Br:1][C:2]1[CH:3]=[C:4]2[CH:10]=[CH:9][NH:8][C:5]2=[N:6][CH:7]=1.[Cl-].[Cl-].[Cl-].[Al+3].[F:15][C:16]1[C:24]([N+:25]([O-:27])=[O:26])=[CH:23][CH:22]=[CH:21][C:17]=1[C:18](Cl)=[O:19]. The catalyst class is: 463. (5) Reactant: [CH3:1][Mg]Br.CON(C)[C:7]([C:9]1[S:13][C:12]([C:14]2[CH:15]=[N:16][CH:17]=[CH:18][CH:19]=2)=[N:11][C:10]=1[C:20]([F:23])([F:22])[F:21])=[O:8]. Product: [N:16]1[CH:17]=[CH:18][CH:19]=[C:14]([C:12]2[S:13][C:9]([C:7](=[O:8])[CH3:1])=[C:10]([C:20]([F:21])([F:22])[F:23])[N:11]=2)[CH:15]=1. The catalyst class is: 2. (6) Reactant: [C:1]([C:3]1[CH:8]=[CH:7][C:6]([CH2:9][CH2:10][CH2:11][CH2:12][N:13]2[CH2:20][CH:19]3[O:21][CH:15]([CH2:16][N:17](C(OC(C)(C)C)=O)[CH2:18]3)[CH2:14]2)=[CH:5][CH:4]=1)#[N:2].FC(F)(F)C(O)=O. Product: [CH:19]12[O:21][CH:15]([CH2:16][NH:17][CH2:18]1)[CH2:14][N:13]([CH2:12][CH2:11][CH2:10][CH2:9][C:6]1[CH:5]=[CH:4][C:3]([C:1]#[N:2])=[CH:8][CH:7]=1)[CH2:20]2. The catalyst class is: 4. (7) Reactant: N1C=CN=C1.[C:6]([Si:10](Cl)([C:17]1[CH:22]=[CH:21][CH:20]=[CH:19][CH:18]=1)[C:11]1[CH:16]=[CH:15][CH:14]=[CH:13][CH:12]=1)([CH3:9])([CH3:8])[CH3:7].[F:24][C:25]([F:41])([F:40])[C:26]([NH:28][C@H:29]1[C:38]2[C:33](=[CH:34][CH:35]=[CH:36][CH:37]=2)[C@H:32]([OH:39])[CH2:31][CH2:30]1)=[O:27].O. Product: [Si:10]([O:39][C@H:32]1[C:33]2[C:38](=[CH:37][CH:36]=[CH:35][CH:34]=2)[C@H:29]([NH:28][C:26](=[O:27])[C:25]([F:40])([F:41])[F:24])[CH2:30][CH2:31]1)([C:6]([CH3:9])([CH3:8])[CH3:7])([C:17]1[CH:22]=[CH:21][CH:20]=[CH:19][CH:18]=1)[C:11]1[CH:16]=[CH:15][CH:14]=[CH:13][CH:12]=1. The catalyst class is: 3.